This data is from Catalyst prediction with 721,799 reactions and 888 catalyst types from USPTO. The task is: Predict which catalyst facilitates the given reaction. (1) Reactant: [N:1]1[CH:6]=[CH:5][CH:4]=[C:3]([O:7][C:8]2[CH:13]=[CH:12][C:11]([CH:14]3[O:18][C:17](=[O:19])[NH:16][CH:15]3[CH2:20][C:21]3[CH:26]=[CH:25][CH:24]=[C:23]([O:27][C:28]([F:33])([F:32])[CH:29]([F:31])[F:30])[CH:22]=3)=[CH:10][CH:9]=2)[CH:2]=1.[C:34](O[C:34]([O:36][C:37]([CH3:40])([CH3:39])[CH3:38])=[O:35])([O:36][C:37]([CH3:40])([CH3:39])[CH3:38])=[O:35].O. Product: [O:19]=[C:17]1[N:16]([C:34]([O:36][C:37]([CH3:40])([CH3:39])[CH3:38])=[O:35])[CH:15]([CH2:20][C:21]2[CH:26]=[CH:25][CH:24]=[C:23]([O:27][C:28]([F:33])([F:32])[CH:29]([F:31])[F:30])[CH:22]=2)[CH:14]([C:11]2[CH:12]=[CH:13][C:8]([O:7][C:3]3[CH:2]=[N:1][CH:6]=[CH:5][CH:4]=3)=[CH:9][CH:10]=2)[O:18]1. The catalyst class is: 10. (2) Reactant: [CH:1]([C:3]1[CH:8]=[CH:7][C:6]([P:9]([CH3:14])(=[O:13])[O:10][CH2:11][CH3:12])=[CH:5][CH:4]=1)=O.Cl.[NH2:16][OH:17].C([O-])(O)=O.[Na+]. Product: [OH:17]/[N:16]=[CH:1]/[C:3]1[CH:8]=[CH:7][C:6]([P:9]([CH3:14])(=[O:13])[O:10][CH2:11][CH3:12])=[CH:5][CH:4]=1. The catalyst class is: 8. (3) Reactant: Cl[C:2]1[C:7]([F:8])=[CH:6][CH:5]=[CH:4][N:3]=1.[NH:9]1[CH2:14][CH2:13][NH:12][CH2:11][CH2:10]1. Product: [F:8][C:7]1[C:2]([N:9]2[CH2:14][CH2:13][NH:12][CH2:11][CH2:10]2)=[N:3][CH:4]=[CH:5][CH:6]=1. The catalyst class is: 51. (4) Reactant: [CH3:1][O:2][C:3]([CH2:5][C:6]([CH2:8][C:9]([O:11][CH3:12])=[O:10])=[O:7])=[O:4].[N:13]1[CH:18]=[CH:17][CH:16]=[CH:15][C:14]=1[CH:19]=O.[CH3:21][NH2:22]. Product: [CH3:21][N:22]1[CH:19]([C:14]2[CH:15]=[CH:16][CH:17]=[CH:18][N:13]=2)[CH:8]([C:9]([O:11][CH3:12])=[O:10])[C:6](=[O:7])[CH:5]([C:3]([O:2][CH3:1])=[O:4])[CH:19]1[C:14]1[CH:15]=[CH:16][CH:17]=[CH:18][N:13]=1. The catalyst class is: 619. (5) Reactant: [F:1][C:2]1[CH:7]=[C:6]([NH2:8])[CH:5]=[CH:4][C:3]=1[NH:9][CH2:10][CH2:11][CH2:12][CH:13]1[CH2:17][CH2:16][CH2:15][O:14]1.[C:18]([CH:21]=[C:22]=[O:23])(=[O:20])[CH3:19]. Product: [F:1][C:2]1[CH:7]=[C:6]([NH:8][C:22](=[O:23])[CH2:21][C:18](=[O:20])[CH3:19])[CH:5]=[CH:4][C:3]=1[NH:9][CH2:10][CH2:11][CH2:12][CH:13]1[CH2:17][CH2:16][CH2:15][O:14]1. The catalyst class is: 25. (6) Reactant: [Cl:1][C:2]1[CH:28]=[C:27]([NH:29][C:30]2[CH:35]=[CH:34][C:33]([F:36])=[CH:32][C:31]=2[F:37])[CH:26]=[CH:25][C:3]=1[C:4]([C:6]1[CH:7]=[C:8]([NH:13][C:14](=[O:24])[NH:15][CH2:16][CH2:17][O:18]C(=O)C(C)=C)[CH:9]=[CH:10][C:11]=1[CH3:12])=[O:5].[OH-].[Na+].C([O-])(O)=O.[Na+].O. Product: [Cl:1][C:2]1[CH:28]=[C:27]([NH:29][C:30]2[CH:35]=[CH:34][C:33]([F:36])=[CH:32][C:31]=2[F:37])[CH:26]=[CH:25][C:3]=1[C:4]([C:6]1[CH:7]=[C:8]([NH:13][C:14]([NH:15][CH2:16][CH2:17][OH:18])=[O:24])[CH:9]=[CH:10][C:11]=1[CH3:12])=[O:5]. The catalyst class is: 351. (7) Reactant: [C:1]([C:4]1[CH:9]=[CH:8][C:7]([N+:10]([O-:12])=[O:11])=[CH:6][C:5]=1[CH2:13][C:14]([NH2:16])=[O:15])(O)=[O:2]. Product: [N+:10]([C:7]1[CH:6]=[C:5]2[C:4](=[CH:9][CH:8]=1)[C:1](=[O:2])[NH:16][C:14](=[O:15])[CH2:13]2)([O-:12])=[O:11]. The catalyst class is: 262.